Dataset: Reaction yield outcomes from USPTO patents with 853,638 reactions. Task: Predict the reaction yield, written as a fraction of the theoretical maximum amount of product (1.0 means a 100% yield; for example, 0.34 means a 34% yield). (1) The reactants are [CH:1]([O:4][C:5]1[CH:10]=[CH:9][C:8]([CH:11]2[N:20]=[C:19]([OH:21])[C:18]3[C:13](=[CH:14][C:15]([O:22][CH3:23])=[CH:16][CH:17]=3)[NH:12]2)=[CH:7][CH:6]=1)([CH3:3])[CH3:2].C(C1C(=O)C(Cl)=C(Cl)C(=O)C=1C#N)#N. The catalyst is C(Cl)Cl. The product is [CH:1]([O:4][C:5]1[CH:10]=[CH:9][C:8]([C:11]2[N:20]=[C:19]([OH:21])[C:18]3[C:13](=[CH:14][C:15]([O:22][CH3:23])=[CH:16][CH:17]=3)[N:12]=2)=[CH:7][CH:6]=1)([CH3:3])[CH3:2]. The yield is 0.730. (2) The reactants are O[CH2:2]N1[C@H](C)CCC1.[C:22]1(P([C:22]2[CH:27]=[CH:26][CH:25]=[CH:24][CH:23]=2)[C:22]2[CH:27]=[CH:26][CH:25]=[CH:24][CH:23]=2)[CH:27]=[CH:26][CH:25]=[CH:24][CH:23]=1.[OH:28][C:29]1[CH:38]=[CH:37][C:32]([C:33]([O:35][CH3:36])=[O:34])=[CH:31][CH:30]=1.[N:39]([C:47]([O:49][CH:50]([CH3:52])[CH3:51])=[O:48])=[N:39][C:47]([O:49][CH:50]([CH3:52])[CH3:51])=[O:48]. The product is [C:47]([N:39]1[C@H:27]([CH3:22])[CH2:26][CH2:25][C@H:24]1[CH2:23][O:28][C:29]1[CH:30]=[CH:31][C:32]([C:33]([O:35][CH3:36])=[O:34])=[CH:37][CH:38]=1)([O:49][C:50]([CH3:52])([CH3:2])[CH3:51])=[O:48]. The yield is 0.800. No catalyst specified. (3) The reactants are C(N(CC)CC)C.[N:8]([C:11]1[CH:18]=[CH:17][C:14]([C:15]#[N:16])=[C:13]([C:19]([F:22])([F:21])[F:20])[CH:12]=1)=[C:9]=[S:10].[CH3:23][C:24]([NH:28][C:29]1[CH:34]=[CH:33][C:32]([CH3:35])=[CH:31][CH:30]=1)([CH3:27])[C:25]#[N:26].ClCCl.CC(C)=O. The catalyst is C1COCC1. The product is [CH3:35][C:32]1[CH:31]=[CH:30][C:29]([N:28]2[C:24]([CH3:23])([CH3:27])[C:25](=[NH:26])[N:8]([C:11]3[CH:18]=[CH:17][C:14]([C:15]#[N:16])=[C:13]([C:19]([F:20])([F:22])[F:21])[CH:12]=3)[C:9]2=[S:10])=[CH:34][CH:33]=1. The yield is 0.170. (4) The reactants are [OH:1][C:2]1[C:11]([OH:12])=[CH:10][CH:9]=[CH:8][C:3]=1[C:4]([O:6][CH3:7])=[O:5].C(=O)([O-])[O-].[K+].[K+].[C:19](Cl)(=[O:26])[C:20]1[CH:25]=[CH:24][CH:23]=[CH:22][CH:21]=1. The catalyst is ClCCl. The product is [OH:1][C:2]1[C:11]([O:12][C:19]([C:20]2[CH:25]=[CH:24][CH:23]=[CH:22][CH:21]=2)=[O:26])=[CH:10][CH:9]=[CH:8][C:3]=1[C:4]([O:6][CH3:7])=[O:5]. The yield is 0.970. (5) The reactants are [Cl:1][C:2]1[CH:7]=[CH:6][CH:5]=[CH:4][C:3]=1[NH:8][C:9](=[O:23])[NH:10][C:11]1[CH:16]=[CH:15][C:14]([CH2:17][C:18]([OH:20])=O)=[CH:13][C:12]=1[O:21][CH3:22].[CH:24]1[C:33]2[C:28](=[CH:29][CH:30]=[CH:31][CH:32]=2)[CH:27]=[CH:26][C:25]=1[O:34][C@@H:35]1[CH2:39][NH:38][C@H:37]([CH2:40][O:41][C:42]2[CH:51]=[CH:50][C:45]([C:46]([O:48][CH3:49])=[O:47])=[CH:44][CH:43]=2)[CH2:36]1.CCN=C=NCCCN(C)C.Cl. The catalyst is CN(C1C=CN=CC=1)C.CN(C=O)C. The product is [Cl:1][C:2]1[CH:7]=[CH:6][CH:5]=[CH:4][C:3]=1[NH:8][C:9](=[O:23])[NH:10][C:11]1[CH:16]=[CH:15][C:14]([CH2:17][C:18]([N:38]2[CH2:39][C@@H:35]([O:34][C:25]3[CH:26]=[CH:27][C:28]4[C:33](=[CH:32][CH:31]=[CH:30][CH:29]=4)[CH:24]=3)[CH2:36][C@H:37]2[CH2:40][O:41][C:42]2[CH:43]=[CH:44][C:45]([C:46]([O:48][CH3:49])=[O:47])=[CH:50][CH:51]=2)=[O:20])=[CH:13][C:12]=1[O:21][CH3:22]. The yield is 0.680. (6) The reactants are FC(F)(F)S(O[C:7]1[C:12]([C:13](=[O:15])[CH3:14])=[CH:11][C:10]([Cl:16])=[C:9]([CH3:17])[C:8]=1[Br:18])(=O)=O.[C:21]1(B(O)O)[CH:26]=[CH:25][CH:24]=[CH:23][CH:22]=1.N#N. The catalyst is C1(C)C=CC=CC=1.C(=O)(O)[O-].[Na+].O.C1C=CC([P]([Pd]([P](C2C=CC=CC=2)(C2C=CC=CC=2)C2C=CC=CC=2)([P](C2C=CC=CC=2)(C2C=CC=CC=2)C2C=CC=CC=2)[P](C2C=CC=CC=2)(C2C=CC=CC=2)C2C=CC=CC=2)(C2C=CC=CC=2)C2C=CC=CC=2)=CC=1. The product is [Br:18][C:8]1[C:7]([C:21]2[CH:26]=[CH:25][CH:24]=[CH:23][CH:22]=2)=[C:12]([C:13](=[O:15])[CH3:14])[CH:11]=[C:10]([Cl:16])[C:9]=1[CH3:17]. The yield is 0.930.